This data is from Forward reaction prediction with 1.9M reactions from USPTO patents (1976-2016). The task is: Predict the product of the given reaction. (1) Given the reactants [CH3:1][O:2][C:3]1[CH:9]=[CH:8][C:6]([NH2:7])=[CH:5][CH:4]=1.Cl[C:11]1[CH:19]=[CH:18][CH:17]=[CH:16][C:12]=1[C:13]([OH:15])=[O:14].C(=O)([O-])[O-].[Na+].[Na+].C, predict the reaction product. The product is: [CH3:1][O:2][C:3]1[CH:9]=[CH:8][C:6]([NH:7][C:11]2[C:12](=[CH:16][CH:17]=[CH:18][CH:19]=2)[C:13]([OH:15])=[O:14])=[CH:5][CH:4]=1. (2) Given the reactants [Br:1][C:2]1[CH:7]=[CH:6][C:5]([C@H:8]([NH:16][C@@H:17]([CH2:20][CH:21]([CH3:23])[CH3:22])[CH2:18][OH:19])[C:9]2[CH:14]=[CH:13][C:12]([F:15])=[CH:11][CH:10]=2)=[CH:4][CH:3]=1.O.I(O)(=O)(=O)=[O:26].P(O)([O-])([O-])=O.[Na+].[Na+], predict the reaction product. The product is: [Br:1][C:2]1[CH:3]=[CH:4][C:5]([C@H:8]([NH:16][C@@H:17]([CH2:20][CH:21]([CH3:23])[CH3:22])[C:18]([OH:26])=[O:19])[C:9]2[CH:14]=[CH:13][C:12]([F:15])=[CH:11][CH:10]=2)=[CH:6][CH:7]=1. (3) The product is: [ClH:30].[ClH:30].[NH2:11][CH2:12][CH2:13][CH2:14][CH2:15][C@H:16]1[CH2:17][S:24][C:23]([NH2:25])=[N:22]1. Given the reactants C(OC([NH:11][CH2:12][CH2:13][CH2:14][CH2:15][C@H:16]([NH:22][C:23]([NH:25]C(C)(C)C)=[S:24])[C:17](OCC)=O)=O)C1C=CC=CC=1.[ClH:30], predict the reaction product. (4) Given the reactants [CH3:1][O:2][C:3]1[CH:4]=[C:5]([C@H:9]([NH2:11])[CH3:10])[CH:6]=[CH:7][CH:8]=1.[Cl:12][C:13]1[N:18]=[C:17](Cl)[C:16]([Cl:20])=[CH:15][N:14]=1.C(=O)([O-])[O-].[K+].[K+], predict the reaction product. The product is: [Cl:12][C:13]1[N:18]=[C:17]([NH:11][C@@H:9]([C:5]2[CH:6]=[CH:7][CH:8]=[C:3]([O:2][CH3:1])[CH:4]=2)[CH3:10])[C:16]([Cl:20])=[CH:15][N:14]=1. (5) Given the reactants [O:1]=[CH:2][CH:3]=[C:4]1[O:10][CH:9]2[N:6]([C:7](=[O:11])[CH2:8]2)[CH:5]1[C:12]([O:14]CC1C=CC=CC=1)=[O:13].P([O-])([O-])([O-])=O.[Na+:27].[Na+].[Na+], predict the reaction product. The product is: [O:1]=[CH:2][CH:3]=[C:4]1[O:10][CH:9]2[N:6]([C:7](=[O:11])[CH2:8]2)[CH:5]1[C:12]([O-:14])=[O:13].[Na+:27]. (6) Given the reactants [NH2:1][C:2]1[S:3][C:4]([C:15]2[CH:20]=[CH:19][N:18]=[C:17]([NH2:21])[CH:16]=2)=[C:5]([C:7]2[CH:12]=[CH:11][C:10]([O:13][CH3:14])=[CH:9][CH:8]=2)[N:6]=1.[C:22](Cl)(=[O:24])[CH3:23].C(=O)([O-])O.[Na+].CN(C)[C:33](=[O:35])[CH3:34], predict the reaction product. The product is: [C:22]([NH:21][C:17]1[CH:16]=[C:15]([C:4]2[S:3][C:2]([NH:1][C:33](=[O:35])[CH3:34])=[N:6][C:5]=2[C:7]2[CH:12]=[CH:11][C:10]([O:13][CH3:14])=[CH:9][CH:8]=2)[CH:20]=[CH:19][N:18]=1)(=[O:24])[CH3:23].